From a dataset of Forward reaction prediction with 1.9M reactions from USPTO patents (1976-2016). Predict the product of the given reaction. (1) The product is: [C:1]([N:5]([CH2:13][CH2:14][CH2:15][O:16][CH2:17][C:18]#[C:19][C:20]1[S:24][CH:23]=[N:22][CH:21]=1)[C:6](=[O:12])[C:7]([OH:9])=[O:8])([CH3:4])([CH3:2])[CH3:3]. Given the reactants [C:1]([N:5]([CH2:13][CH2:14][CH2:15][O:16][CH2:17][C:18]#[C:19][C:20]1[S:24][CH:23]=[N:22][CH:21]=1)[C:6](=[O:12])[C:7]([O:9]CC)=[O:8])([CH3:4])([CH3:3])[CH3:2].[OH-].[K+].Cl, predict the reaction product. (2) Given the reactants Br[C:2]1[CH:3]=[CH:4][C:5]([CH2:8][CH2:9][C:10]([CH3:19])([S:15]([CH3:18])(=[O:17])=[O:16])[C:11]([NH:13][OH:14])=[O:12])=[N:6][CH:7]=1.[C:20]1(B(O)O)[CH:25]=[CH:24][CH:23]=[CH:22][CH:21]=1, predict the reaction product. The product is: [OH:14][NH:13][C:11](=[O:12])[C:10]([CH3:19])([S:15]([CH3:18])(=[O:17])=[O:16])[CH2:9][CH2:8][C:5]1[CH:4]=[CH:3][C:2]([C:20]2[CH:25]=[CH:24][CH:23]=[CH:22][CH:21]=2)=[CH:7][N:6]=1. (3) Given the reactants [C:1]([CH2:3][C:4]1[C:9]2[CH:10]=[CH:11][O:12][C:8]=2[C:7]([NH:13][S:14]([CH3:17])(=[O:16])=[O:15])=[CH:6][CH:5]=1)#[N:2].[CH2:18](N)[CH2:19][NH2:20], predict the reaction product. The product is: [NH:2]1[CH2:18][CH2:19][N:20]=[C:1]1[CH2:3][C:4]1[C:9]2[CH:10]=[CH:11][O:12][C:8]=2[C:7]([NH:13][S:14]([CH3:17])(=[O:15])=[O:16])=[CH:6][CH:5]=1. (4) Given the reactants [I:1][C:2]1[CH:7]=[C:6]([F:8])[CH:5]=[C:4]([F:9])[C:3]=1[OH:10].[Br:11][CH2:12][CH2:13]Br.C(=O)([O-])[O-].[K+].[K+], predict the reaction product. The product is: [Br:11][CH2:12][CH2:13][O:10][C:3]1[C:2]([I:1])=[CH:7][C:6]([F:8])=[CH:5][C:4]=1[F:9]. (5) Given the reactants [O:1]=[C:2]1[N:7]([C:8]2[CH:13]=[CH:12][CH:11]=[CH:10][CH:9]=2)[C:6]([C:14]2[CH:15]=[N:16][CH:17]=[CH:18][CH:19]=2)=[N:5][CH:4]=[C:3]1[C:20]([O:22]CC)=[O:21].[I-].[Li+], predict the reaction product. The product is: [O:1]=[C:2]1[N:7]([C:8]2[CH:9]=[CH:10][CH:11]=[CH:12][CH:13]=2)[C:6]([C:14]2[CH:15]=[N:16][CH:17]=[CH:18][CH:19]=2)=[N:5][CH:4]=[C:3]1[C:20]([OH:22])=[O:21]. (6) The product is: [CH:26]1([NH:31][C:8]2[CH:7]=[CH:6][C:5]3[C:10](=[CH:11][CH:12]=[CH:13][C:4]=3[NH:1][S:22]([C:19]3[CH:20]=[CH:21][C:16]([F:15])=[CH:17][CH:18]=3)(=[O:24])=[O:23])[N:9]=2)[CH2:30][CH2:29][CH2:28][CH2:27]1. Given the reactants [N+:1]([C:4]1[CH:13]=[CH:12][CH:11]=[C:10]2[C:5]=1[CH:6]=[CH:7][C:8](Cl)=[N:9]2)([O-])=O.[F:15][C:16]1[CH:21]=[CH:20][C:19]([S:22](Cl)(=[O:24])=[O:23])=[CH:18][CH:17]=1.[CH:26]1([NH2:31])[CH2:30][CH2:29][CH2:28][CH2:27]1, predict the reaction product.